Task: Predict the reaction yield, written as a fraction of the theoretical maximum amount of product (1.0 means a 100% yield; for example, 0.34 means a 34% yield).. Dataset: Reaction yield outcomes from USPTO patents with 853,638 reactions (1) The reactants are [N:1]1([C:7]2[C:8]3[S:15][C:14]([C:16]4[CH2:17][C:18]([CH3:25])([CH3:24])[NH:19][C:20]([CH3:23])([CH3:22])[CH:21]=4)=[CH:13][C:9]=3[N:10]=[CH:11][N:12]=2)[CH2:6][CH2:5][NH:4][CH2:3][CH2:2]1.[N:26]([C@H:29]([C:31]1[CH:36]=[CH:35][CH:34]=[C:33]([O:37][CH3:38])[CH:32]=1)[CH3:30])=[C:27]=[O:28].C(N(CC)C(C)C)(C)C. The catalyst is C(#N)C. The product is [CH3:38][O:37][C:33]1[CH:32]=[C:31]([C@@H:29]([NH:26][C:27]([N:4]2[CH2:3][CH2:2][N:1]([C:7]3[C:8]4[S:15][C:14]([C:16]5[CH2:17][C:18]([CH3:25])([CH3:24])[NH:19][C:20]([CH3:23])([CH3:22])[CH:21]=5)=[CH:13][C:9]=4[N:10]=[CH:11][N:12]=3)[CH2:6][CH2:5]2)=[O:28])[CH3:30])[CH:36]=[CH:35][CH:34]=1. The yield is 0.120. (2) The reactants are Br[C:2]1[CH:3]=[C:4]2[C:8](=[CH:9][C:10]=1[NH:11][C:12]([C:14]1[C:23](=[O:24])[C:22]3[C:17](=[CH:18][CH:19]=[CH:20][CH:21]=3)[NH:16][CH:15]=1)=[O:13])[NH:7][CH:6]=[CH:5]2.[C:25]1(B(O)O)[CH:30]=[CH:29][CH:28]=[CH:27][CH:26]=1.C([O-])([O-])=O.[K+].[K+]. The catalyst is CN(C=O)C.C1C=CC(P(C2C=CC=CC=2)[C-]2C=CC=C2)=CC=1.C1C=CC(P(C2C=CC=CC=2)[C-]2C=CC=C2)=CC=1.Cl[Pd]Cl.[Fe+2]. The product is [O:24]=[C:23]1[C:22]2[C:17](=[CH:18][CH:19]=[CH:20][CH:21]=2)[NH:16][CH:15]=[C:14]1[C:12]([NH:11][C:10]1[CH:9]=[C:8]2[C:4]([CH:5]=[CH:6][NH:7]2)=[CH:3][C:2]=1[C:25]1[CH:30]=[CH:29][CH:28]=[CH:27][CH:26]=1)=[O:13]. The yield is 0.130. (3) The reactants are C([O:3][P:4]([CH2:9][CH2:10][NH:11][CH2:12][C:13]([CH3:36])=[CH:14][CH2:15][C:16]1[C:17]([O:29]CC[Si](C)(C)C)=[C:18]2[C:22](=[C:23]([CH3:27])[C:24]=1[O:25][CH3:26])[CH2:21][O:20][C:19]2=[O:28])(=[O:8])[O:5]CC)C.C[Si](Br)(C)C.N1[C:47]([CH3:48])=[CH:46][CH:45]=[CH:44][C:43]=1[CH3:49]. The catalyst is C(#N)C. The product is [CH2:49]([N:11]([CH2:12][C:13]([CH3:36])=[CH:14][CH2:15][C:16]1[C:17]([OH:29])=[C:18]2[C:22](=[C:23]([CH3:27])[C:24]=1[O:25][CH3:26])[CH2:21][O:20][C:19]2=[O:28])[CH2:10][CH2:9][P:4](=[O:8])([OH:5])[OH:3])[C:43]1[CH:48]=[CH:47][CH:46]=[CH:45][CH:44]=1. The yield is 0.930. (4) The reactants are [NH2:1]/[C:2](/[CH3:9])=[C:3](\[C:7]#[N:8])/[C:4](=[S:6])[NH2:5].OO. The catalyst is CO. The product is [NH2:5][C:4]1[S:6][N:1]=[C:2]([CH3:9])[C:3]=1[C:7]#[N:8]. The yield is 0.800. (5) The catalyst is C(O)C. The reactants are [CH3:1][O:2][C:3]1[CH:8]=[CH:7][CH:6]=[CH:5][C:4]=1[C:9]1[C:17]2[C:12](=[N:13][CH:14]=[C:15]([C:18]3[CH:23]=[CH:22][N:21]=[C:20]([C:24](=[O:30])[C:25]([N:27]([CH3:29])[CH3:28])=[O:26])[CH:19]=3)[CH:16]=2)[N:11](S(C2C=CC(C)=CC=2)(=O)=O)[CH:10]=1.[OH-].[Na+].[BH4-].[Na+]. The product is [CH3:1][O:2][C:3]1[CH:8]=[CH:7][CH:6]=[CH:5][C:4]=1[C:9]1[C:17]2[C:12](=[N:13][CH:14]=[C:15]([C:18]3[CH:23]=[CH:22][N:21]=[C:20]([CH:24]([OH:30])[C:25]([N:27]([CH3:29])[CH3:28])=[O:26])[CH:19]=3)[CH:16]=2)[NH:11][CH:10]=1. The yield is 0.141.